From a dataset of Reaction yield outcomes from USPTO patents with 853,638 reactions. Predict the reaction yield, written as a fraction of the theoretical maximum amount of product (1.0 means a 100% yield; for example, 0.34 means a 34% yield). The reactants are [NH:1]1[CH2:4][CH:3]([O:5][C:6]2[C:11]3[CH:12]=[C:13]([CH3:15])[O:14][C:10]=3[CH:9]=[C:8]([C:16]([O:18][CH2:19][CH3:20])=[O:17])[CH:7]=2)[CH2:2]1.[CH3:21][S:22](Cl)(=[O:24])=[O:23]. The catalyst is C(Cl)Cl. The product is [CH3:15][C:13]1[O:14][C:10]2[CH:9]=[C:8]([C:16]([O:18][CH2:19][CH3:20])=[O:17])[CH:7]=[C:6]([O:5][CH:3]3[CH2:4][N:1]([S:22]([CH3:21])(=[O:24])=[O:23])[CH2:2]3)[C:11]=2[CH:12]=1. The yield is 0.800.